Task: Predict the product of the given reaction.. Dataset: Forward reaction prediction with 1.9M reactions from USPTO patents (1976-2016) (1) Given the reactants [C:1]([O:7][CH2:8][N:9]1[C:13]2[N:14]=[N:15][CH:16]=[C:17](Cl)[C:12]=2[CH:11]=[CH:10]1)(=[O:6])[C:2]([CH3:5])([CH3:4])[CH3:3].[CH:19]1([CH:24]([N:28]2[CH:32]=[C:31](B3OC(C)(C)C(C)(C)O3)[CH:30]=[N:29]2)[CH2:25][C:26]#[N:27])[CH2:23][CH2:22][CH2:21][CH2:20]1.C(=O)([O-])[O-].[K+].[K+], predict the reaction product. The product is: [C:1]([O:7][CH2:8][N:9]1[C:13]2[N:14]=[N:15][CH:16]=[C:17]([C:31]3[CH:30]=[N:29][N:28]([CH:24]([CH:19]4[CH2:23][CH2:22][CH2:21][CH2:20]4)[CH2:25][C:26]#[N:27])[CH:32]=3)[C:12]=2[CH:11]=[CH:10]1)(=[O:6])[C:2]([CH3:5])([CH3:4])[CH3:3]. (2) Given the reactants CON(C)[C:4]([C:6]1[C:7]([CH3:19])=[N:8][S:9][C:10]=1[NH:11][C:12](=[O:18])[O:13][C:14]([CH3:17])([CH3:16])[CH3:15])=[O:5].[Cl:21][C:22]1[CH:27]=[CH:26][C:25]([Mg]Br)=[CH:24][CH:23]=1, predict the reaction product. The product is: [Cl:21][C:22]1[CH:27]=[CH:26][C:25]([C:4]([C:6]2[C:7]([CH3:19])=[N:8][S:9][C:10]=2[NH:11][C:12](=[O:18])[O:13][C:14]([CH3:15])([CH3:16])[CH3:17])=[O:5])=[CH:24][CH:23]=1. (3) Given the reactants [Cl:1][C:2]1[CH:7]=[C:6]([C:8]2[C:16]3[C:11](=[N:12][CH:13]=[CH:14][CH:15]=3)[N:10](S(C3C=CC=CC=3)(=O)=O)[CH:9]=2)[CH:5]=[C:4]([Cl:26])[N:3]=1.[OH-].[K+], predict the reaction product. The product is: [Cl:26][C:4]1[CH:5]=[C:6]([C:8]2[C:16]3[C:11](=[N:12][CH:13]=[CH:14][CH:15]=3)[NH:10][CH:9]=2)[CH:7]=[C:2]([Cl:1])[N:3]=1. (4) Given the reactants [CH3:1][C:2]([S:5]([NH:7][C:8]1([C:12]2[S:13][C:14]([C:17]3[CH:22]=[C:21]([NH:23][C:24]4[N:29]=[C:28]([C:30]([F:33])([F:32])[F:31])[CH:27]=[CH:26][N:25]=4)[CH:20]=[C:19]([CH3:34])[CH:18]=3)=[CH:15][N:16]=2)[CH2:11][O:10][CH2:9]1)=[O:6])([CH3:4])[CH3:3].C1C=C(Cl)C=C(C(OO)=[O:43])C=1, predict the reaction product. The product is: [CH3:4][C:2]([S:5]([NH:7][C:8]1([C:12]2[S:13][C:14]([C:17]3[CH:22]=[C:21]([NH:23][C:24]4[N:29]=[C:28]([C:30]([F:32])([F:33])[F:31])[CH:27]=[CH:26][N:25]=4)[CH:20]=[C:19]([CH3:34])[CH:18]=3)=[CH:15][N:16]=2)[CH2:9][O:10][CH2:11]1)(=[O:43])=[O:6])([CH3:1])[CH3:3]. (5) Given the reactants CO.C(C1C=C[C:8]([N:11]2[CH:15]([C:16]3[CH:21]=[CH:20][CH:19]=[CH:18][CH:17]=3)[C:14]([C:22](=[O:31])[C:23]3[CH:28]=[CH:27][C:26]([O:29][CH3:30])=[CH:25][CH:24]=3)=[C:13]([OH:32])[C:12]2=[O:33])=CC=1)=O.[CH2:34]([OH:37])[CH2:35][OH:36].O.C1(C)C=CC(S(O)(=O)=O)=CC=1, predict the reaction product. The product is: [O:36]1[CH2:35][CH2:34][O:37][CH:8]1[N:11]1[CH:15]([C:16]2[CH:17]=[CH:18][CH:19]=[CH:20][CH:21]=2)[C:14]([C:22](=[O:31])[C:23]2[CH:24]=[CH:25][C:26]([O:29][CH3:30])=[CH:27][CH:28]=2)=[C:13]([OH:32])[C:12]1=[O:33]. (6) Given the reactants Cl[C:2]1[CH:7]=[C:6]([O:8][CH2:9][C:10]#[CH:11])[N:5]=[CH:4][N:3]=1.C(=O)([O-])[O-].[K+].[K+].[F:18][C:19]([F:28])([F:27])[C:20]1[CH:25]=[CH:24][CH:23]=[CH:22][C:21]=1[OH:26].[Cl-].[NH4+], predict the reaction product. The product is: [F:18][C:19]([F:27])([F:28])[C:20]1[CH:25]=[CH:24][CH:23]=[CH:22][C:21]=1[O:26][C:2]1[CH:7]=[C:6]([O:8][CH2:9][C:10]#[CH:11])[N:5]=[CH:4][N:3]=1. (7) The product is: [Br:18][C:2]1[O:1][C:10]2[CH2:9][CH2:8][CH:7]([C:11]([O:13][C:14]([CH3:17])([CH3:16])[CH3:15])=[O:12])[NH:6][CH2:5][C:4]=2[CH:3]=1. Given the reactants [O:1]1[C:10]2[CH2:9][CH2:8][CH:7]([C:11]([O:13][C:14]([CH3:17])([CH3:16])[CH3:15])=[O:12])[NH:6][CH2:5][C:4]=2[CH:3]=[CH:2]1.[Br:18]N1C(=O)CCC1=O.C([O-])(O)=O.[Na+], predict the reaction product. (8) Given the reactants [CH2:1]([O:3][C:4]([C:6]1[CH:10]=[C:9]([C:11]2[CH:16]=[CH:15][N:14]=[C:13](Cl)[CH:12]=2)[NH:8][C:7]=1[CH:18]([CH3:20])[CH3:19])=[O:5])[CH3:2].[CH2:21](O)[CH2:22][CH3:23], predict the reaction product. The product is: [CH2:1]([O:3][C:4]([C:6]1[CH:10]=[C:9]([C:11]2[CH:16]=[CH:15][N:14]=[C:13](/[CH:23]=[CH:22]/[C:21]3[CH:9]=[CH:10][CH:6]=[CH:7][CH:18]=3)[CH:12]=2)[NH:8][C:7]=1[CH:18]([CH3:20])[CH3:19])=[O:5])[CH3:2]. (9) Given the reactants Cl[C:2]1[C:11]2=[N:12][N:13]([C:16]3[CH:21]=[CH:20][CH:19]=[CH:18][CH:17]=3)[C:14]([CH3:15])=[C:10]2[C:9]2[CH:8]=[CH:7][CH:6]=[CH:5][C:4]=2[N:3]=1.C([O-])=O.[NH4+].C(O)C, predict the reaction product. The product is: [CH3:15][C:14]1[N:13]([C:16]2[CH:21]=[CH:20][CH:19]=[CH:18][CH:17]=2)[N:12]=[C:11]2[C:10]=1[C:9]1[CH:8]=[CH:7][CH:6]=[CH:5][C:4]=1[N:3]=[CH:2]2.